Dataset: Reaction yield outcomes from USPTO patents with 853,638 reactions. Task: Predict the reaction yield, written as a fraction of the theoretical maximum amount of product (1.0 means a 100% yield; for example, 0.34 means a 34% yield). (1) The reactants are [OH:1][C:2]1[C:3]([N+:8]([O-:10])=[O:9])=[N:4][CH:5]=[CH:6][CH:7]=1.C[O-].[Na+].[Br:14]Br. The catalyst is CO. The product is [Br:14][C:5]1[CH:6]=[CH:7][C:2]([OH:1])=[C:3]([N+:8]([O-:10])=[O:9])[N:4]=1. The yield is 0.960. (2) The reactants are [C:1]([O:5][C:6]([NH:8][C@@H:9]([CH2:25][C:26]1[CH:31]=[CH:30][C:29]([O:32]CC2C=CC=CC=2)=[C:28]([O:40]CC2C=CC=CC=2)[CH:27]=1)[C:10]([O:12][C@H:13]([CH3:24])[CH2:14][O:15][C:16]([C:18]1[CH:23]=[CH:22][CH:21]=[CH:20][CH:19]=1)=[O:17])=[O:11])=[O:7])([CH3:4])([CH3:3])[CH3:2].[H][H]. The catalyst is [Pd].CO. The product is [OH:40][C:28]1[CH:27]=[C:26]([CH2:25][C@H:9]([NH:8][C:6]([O:5][C:1]([CH3:2])([CH3:4])[CH3:3])=[O:7])[C:10]([O:12][C@H:13]([CH3:24])[CH2:14][O:15][C:16]([C:18]2[CH:23]=[CH:22][CH:21]=[CH:20][CH:19]=2)=[O:17])=[O:11])[CH:31]=[CH:30][C:29]=1[OH:32]. The yield is 1.00. (3) The reactants are [CH2:1]([OH:5])[CH2:2][CH:3]=[CH2:4].[H-].[Na+].[Cl:8][C:9]1[CH:14]=[CH:13][C:12](F)=[C:11]([N+:16]([O-:18])=[O:17])[CH:10]=1. The catalyst is C1COCC1. The product is [CH2:1]([O:5][C:12]1[CH:13]=[CH:14][C:9]([Cl:8])=[CH:10][C:11]=1[N+:16]([O-:18])=[O:17])[CH2:2][CH:3]=[CH2:4]. The yield is 0.970. (4) The reactants are [Br:1][C:2]1[C:3]([NH2:9])=[N:4][CH:5]=[C:6]([Br:8])[N:7]=1.[Li+].C[Si]([N-][Si](C)(C)C)(C)C.[CH2:20](Br)[CH:21]=[CH2:22]. The catalyst is C1COCC1. The product is [CH2:22]([NH:9][C:3]1[C:2]([Br:1])=[N:7][C:6]([Br:8])=[CH:5][N:4]=1)[CH:21]=[CH2:20]. The yield is 0.600. (5) The reactants are [CH:1]1([CH2:4][N:5]2[CH2:30][CH2:29][C@:12]34[C:13]5[C:14]6[O:28][C@H:11]3[C:10]([O:33][CH3:34])([O:31][CH3:32])[CH2:9][CH2:8][C@@:7]4([OH:35])[C@H:6]2[CH2:19][C:18]=5[CH:17]=[CH:16][C:15]=6[O:20][CH2:21][C:22]2[CH:27]=[CH:26][CH:25]=[CH:24][CH:23]=2)[CH2:3][CH2:2]1.[H-].[Na+].S(OCC)(O[CH2:42][CH3:43])(=O)=O. The catalyst is CN(C=O)C. The product is [CH:1]1([CH2:4][N:5]2[CH2:30][CH2:29][C@:12]34[C:13]5[C:14]6[O:28][C@H:11]3[C:10]([O:31][CH3:32])([O:33][CH3:34])[CH2:9][CH2:8][C@@:7]4([O:35][CH2:42][CH3:43])[C@H:6]2[CH2:19][C:18]=5[CH:17]=[CH:16][C:15]=6[O:20][CH2:21][C:22]2[CH:23]=[CH:24][CH:25]=[CH:26][CH:27]=2)[CH2:3][CH2:2]1. The yield is 0.260. (6) The reactants are Cl[C:2]1[N:3]([C:13]2[CH:18]=[CH:17][CH:16]=[CH:15][CH:14]=2)[C:4]2[C:9]([C:10]=1[CH:11]=[O:12])=[CH:8][CH:7]=[CH:6][CH:5]=2.[NH:19]1[CH2:25][CH2:24][CH2:23][CH2:22][CH2:21][CH2:20]1. No catalyst specified. The product is [N:19]1([C:2]2[N:3]([C:13]3[CH:18]=[CH:17][CH:16]=[CH:15][CH:14]=3)[C:4]3[C:9]([C:10]=2[CH:11]=[O:12])=[CH:8][CH:7]=[CH:6][CH:5]=3)[CH2:25][CH2:24][CH2:23][CH2:22][CH2:21][CH2:20]1. The yield is 0.420.